Dataset: Catalyst prediction with 721,799 reactions and 888 catalyst types from USPTO. Task: Predict which catalyst facilitates the given reaction. (1) Reactant: O.NN.[CH3:4][O:5][C:6]1[N:7]=[C:8]2[C:17](=[CH:18][CH:19]=1)[N:16]=[CH:15][C:14]1[N:13](C)[C:12](=[O:21])[CH:11]([C@H:22]3[CH2:27][CH2:26][C@H:25]([N:28]4C(=O)C5C(=CC=CC=5)C4=O)[CH2:24][CH2:23]3)[O:10][C:9]2=1. Product: [NH2:28][C@H:25]1[CH2:26][CH2:27][C@H:22]([CH:11]2[O:10][C:9]3[C:8]4[C:17](=[CH:18][CH:19]=[C:6]([O:5][CH3:4])[N:7]=4)[N:16]=[CH:15][C:14]=3[NH:13][C:12]2=[O:21])[CH2:23][CH2:24]1. The catalyst class is: 98. (2) Reactant: [O:1]1[CH2:5][CH2:4][O:3][CH:2]1[CH2:6][C:7]1[CH:14]=[CH:13][C:10]([C:11]#[N:12])=[CH:9][CH:8]=1.[NH2:15][OH:16]. Product: [O:1]1[CH2:5][CH2:4][O:3][CH:2]1[CH2:6][C:7]1[CH:14]=[CH:13][C:10]([C:11](=[N:15][OH:16])[NH2:12])=[CH:9][CH:8]=1. The catalyst class is: 8.